The task is: Regression. Given a peptide amino acid sequence and an MHC pseudo amino acid sequence, predict their binding affinity value. This is MHC class I binding data.. This data is from Peptide-MHC class I binding affinity with 185,985 pairs from IEDB/IMGT. (1) The peptide sequence is WTGMVDGWY. The MHC is HLA-A68:02 with pseudo-sequence HLA-A68:02. The binding affinity (normalized) is 0.0847. (2) The peptide sequence is HTTTGRTSL. The MHC is HLA-B15:01 with pseudo-sequence HLA-B15:01. The binding affinity (normalized) is 0.0847. (3) The peptide sequence is YTPKIVGGIG. The MHC is Mamu-A01 with pseudo-sequence Mamu-A01. The binding affinity (normalized) is 0.413. (4) The peptide sequence is ALFHKVQSY. The MHC is HLA-B15:17 with pseudo-sequence HLA-B15:17. The binding affinity (normalized) is 0.854. (5) The peptide sequence is KLRQGYRPVF. The MHC is Mamu-B08 with pseudo-sequence Mamu-B08. The binding affinity (normalized) is 0.585. (6) The peptide sequence is KQFYIFNTH. The MHC is HLA-A23:01 with pseudo-sequence HLA-A23:01. The binding affinity (normalized) is 0.0847. (7) The peptide sequence is RPSGPGPEL. The MHC is HLA-A01:01 with pseudo-sequence HLA-A01:01. The binding affinity (normalized) is 0.0847.